From a dataset of Retrosynthesis with 50K atom-mapped reactions and 10 reaction types from USPTO. Predict the reactants needed to synthesize the given product. (1) Given the product CC(C)(C)c1csc(COc2cccc(C(=O)Nc3cc(CCCS(=O)(=O)c4ccc(Cl)cc4)ccc3OCC#N)c2)n1, predict the reactants needed to synthesize it. The reactants are: CC(C)(C)c1csc(COc2cccc(C(=O)Nc3cc(CCCS(=O)(=O)c4ccc(Cl)cc4)ccc3O)c2)n1.N#CCBr. (2) Given the product Cc1cccc(C2CCN(Cc3ccc(COc4cccc5c4CN(C4CCC(=O)NC4=O)C5=O)cc3)CC2)c1, predict the reactants needed to synthesize it. The reactants are: Cc1cccc(C2CCNCC2)c1.O=C1CCC(N2Cc3c(OCc4ccc(CBr)cc4)cccc3C2=O)C(=O)N1. (3) Given the product COC(=O)[C@H]1CN(C(=O)OC(C)(C)C)CCN1C(=O)OC(C)(C)C, predict the reactants needed to synthesize it. The reactants are: CC(C)(C)OC(=O)OC(=O)OC(C)(C)C.COC(=O)[C@H]1CNCCN1C(=O)OC(C)(C)C. (4) The reactants are: C#CCCCC.O=C1c2ccccc2C(=O)N1OCc1csc(Br)n1. Given the product CCCCC#Cc1nc(CON2C(=O)c3ccccc3C2=O)cs1, predict the reactants needed to synthesize it. (5) Given the product CCOC(=O)Cn1ncc(N[C@@H]2C[C@@H]3C[C@H]([C@H]2C)C3(C)C)c(Br)c1=O, predict the reactants needed to synthesize it. The reactants are: CCOC(=O)CBr.C[C@H]1[C@H](Nc2cn[nH]c(=O)c2Br)C[C@@H]2C[C@H]1C2(C)C. (6) Given the product CC(C)(C)OC(=O)N(Cc1ccccc1)S(=O)(=O)c1ccc(C(F)(F)F)cc1, predict the reactants needed to synthesize it. The reactants are: CC(C)(C)OC(=O)OC(=O)OC(C)(C)C.O=S(=O)(NCc1ccccc1)c1ccc(C(F)(F)F)cc1.